From a dataset of Reaction yield outcomes from USPTO patents with 853,638 reactions. Predict the reaction yield, written as a fraction of the theoretical maximum amount of product (1.0 means a 100% yield; for example, 0.34 means a 34% yield). (1) The reactants are [CH3:1][N:2]1[C:6]([C:7]2[CH:12]=[CH:11][C:10]([NH:13][CH:14]=O)=[C:9]([O:16][CH3:17])[CH:8]=2)=[CH:5][N:4]=[C:3]1[CH3:18].CS(C1[N:24]=[CH:25][C:26]2[CH:32]=[CH:31][N:30]=[C:29]([NH:33][CH2:34][C:35]([CH3:38])([CH3:37])[CH3:36])[C:27]=2[N:28]=1)(=O)=O. No catalyst specified. The product is [CH3:1][N:2]1[C:6]([C:7]2[CH:12]=[CH:11][C:10]([NH:13][C:14]3[N:24]=[CH:25][C:26]4[CH:32]=[CH:31][N:30]=[C:29]([NH:33][CH2:34][C:35]([CH3:38])([CH3:37])[CH3:36])[C:27]=4[N:28]=3)=[C:9]([O:16][CH3:17])[CH:8]=2)=[CH:5][N:4]=[C:3]1[CH3:18]. The yield is 0.210. (2) The reactants are [NH2:1][C:2]1[CH:7]=[CH:6][CH:5]=[C:4]([C:8]([CH:10]2[CH2:15][CH2:14][N:13]([CH3:16])[CH2:12][CH2:11]2)=[O:9])[N:3]=1.[F:17][C:18]([F:30])([F:29])[O:19][C:20]1[CH:28]=[CH:27][CH:26]=[CH:25][C:21]=1[C:22]([Cl:24])=[O:23]. The catalyst is O1CCOCC1. The product is [ClH:24].[F:17][C:18]([F:29])([F:30])[O:19][C:20]1[CH:28]=[CH:27][CH:26]=[CH:25][C:21]=1[C:22]([NH:1][C:2]1[CH:7]=[CH:6][CH:5]=[C:4]([C:8]([CH:10]2[CH2:15][CH2:14][N:13]([CH3:16])[CH2:12][CH2:11]2)=[O:9])[N:3]=1)=[O:23]. The yield is 0.760. (3) The product is [CH2:8]([N:1]([CH2:12][CH:19]=[CH2:18])[C:2]1[CH:7]=[CH:6][CH:5]=[CH:4][CH:3]=1)[CH:9]=[CH2:10]. The catalyst is O. The reactants are [NH2:1][C:2]1[CH:7]=[CH:6][CH:5]=[CH:4][CH:3]=1.[CH2:8](Br)[CH:9]=[CH2:10].[C:12]([O-])([O-])=O.[Na+].[Na+].[CH3:18][CH2:19]O. The yield is 0.750. (4) The reactants are [NH2:1][CH:2]1[CH2:6][CH2:5][N:4]([C:7]([O:9][C:10]([CH3:13])([CH3:12])[CH3:11])=[O:8])[CH2:3]1.[Cl:14][C:15]1[CH:16]=[C:17]([CH:20]=[CH:21][C:22]=1[Cl:23])[CH:18]=O.C([BH3-])#N.[Na+]. The catalyst is CO.C(O)(=O)C. The product is [Cl:14][C:15]1[CH:16]=[C:17]([CH:20]=[CH:21][C:22]=1[Cl:23])[CH2:18][NH:1][CH:2]1[CH2:6][CH2:5][N:4]([C:7]([O:9][C:10]([CH3:13])([CH3:12])[CH3:11])=[O:8])[CH2:3]1. The yield is 0.889. (5) The reactants are ClC1C=CC=CC=1C([N:10]([C:14]1[C:15]([C:19]2[CH:24]=[CH:23][C:22]([CH2:25]Cl)=[CH:21][CH:20]=2)=[N:16][O:17][CH:18]=1)[C:11](=[O:13])[O-:12])C.[SH:27][CH2:28][CH2:29][C:30]([O:32][CH3:33])=[O:31].C(N([CH2:39][CH3:40])CC)C.Cl[CH2:42][Cl:43]. No catalyst specified. The product is [Cl:43][C:42]1[CH:20]=[CH:19][CH:15]=[CH:14][C:18]=1[CH:39]([O:12][C:11]([NH:10][C:14]1[C:15]([C:19]2[CH:20]=[CH:21][C:22]([CH2:25][S:27][CH2:28][CH2:29][C:30]([O:32][CH3:33])=[O:31])=[CH:23][CH:24]=2)=[N:16][O:17][CH:18]=1)=[O:13])[CH3:40]. The yield is 0.660. (6) The reactants are Cl[CH2:2][CH2:3][N:4]1[CH2:9][CH2:8]O[CH2:6][CH2:5]1.[I-].[Na+].[C:12](=O)([O-])[O-].[Cs+].[Cs+].[Cl:18][C:19]1[C:20]([OH:39])=[CH:21][CH:22]=[C:23]2[C:28]=1[N:27]=[C:26]([C:29]1[N:30]=[C:31]([NH:34][CH:35]([CH3:37])[CH3:36])[O:32][CH:33]=1)[CH:25]=[C:24]2[OH:38].Cl. The catalyst is CN(C=O)C. The product is [Cl:18][C:19]1[C:20]([O:39][CH2:2][CH2:3][N:4]2[CH2:9][CH2:8][CH2:12][CH2:6][CH2:5]2)=[CH:21][CH:22]=[C:23]2[C:28]=1[N:27]=[C:26]([C:29]1[N:30]=[C:31]([NH:34][CH:35]([CH3:36])[CH3:37])[O:32][CH:33]=1)[CH:25]=[C:24]2[OH:38]. The yield is 0.510.